Dataset: Forward reaction prediction with 1.9M reactions from USPTO patents (1976-2016). Task: Predict the product of the given reaction. (1) Given the reactants [N+:1]([C:4]1[CH:9]=[CH:8][C:7]([C:10](=[O:12])[CH3:11])=[CH:6][CH:5]=1)([O-:3])=[O:2].CO[CH:15](OC)[N:16]([CH3:18])[CH3:17], predict the reaction product. The product is: [CH3:15][N:16]([CH3:18])/[CH:17]=[CH:11]/[C:10]([C:7]1[CH:6]=[CH:5][C:4]([N+:1]([O-:3])=[O:2])=[CH:9][CH:8]=1)=[O:12]. (2) The product is: [C:2]([Si:5]([CH3:7])([CH3:6])[O:35][CH:34]([CH2:33][NH:32][C:15]([O:17][CH2:18][CH:19]1[C:31]2[CH:30]=[CH:29][CH:28]=[CH:27][C:26]=2[C:25]2[C:20]1=[CH:21][CH:22]=[CH:23][CH:24]=2)=[O:16])[C:36]([OH:38])=[O:37])([CH3:4])([CH3:3])[CH3:1]. Given the reactants [CH3:1][C:2]([Si:5](Cl)([CH3:7])[CH3:6])([CH3:4])[CH3:3].N1C=CC=CC=1.[C:15]([NH:32][CH2:33][CH:34]([C:36]([OH:38])=[O:37])[OH:35])([O:17][CH2:18][CH:19]1[C:31]2[C:26](=[CH:27][CH:28]=[CH:29][CH:30]=2)[C:25]2[C:20]1=[CH:21][CH:22]=[CH:23][CH:24]=2)=[O:16].Cl, predict the reaction product. (3) Given the reactants [Cl:1][C:2]1[CH:7]=[CH:6][C:5]([C@H:8]2[C@H:13]([OH:14])[C@@H:12]([OH:15])[C@H:11]([OH:16])[C@@H:10]([CH2:17][OH:18])[O:9]2)=[CH:4][C:3]=1[CH2:19][C:20]1[CH:25]=[CH:24][C:23]([OH:26])=[CH:22][CH:21]=1.CC1C=CC(S(O[CH2:38][CH2:39][O:40][CH2:41][C:42]([F:45])([F:44])[F:43])(=O)=O)=CC=1.C([O-])([O-])=O.[Cs+].[Cs+].O, predict the reaction product. The product is: [Cl:1][C:2]1[CH:7]=[CH:6][C:5]([C@H:8]2[C@H:13]([OH:14])[C@@H:12]([OH:15])[C@H:11]([OH:16])[C@@H:10]([CH2:17][OH:18])[O:9]2)=[CH:4][C:3]=1[CH2:19][C:20]1[CH:21]=[CH:22][C:23]([O:26][CH2:38][CH2:39][O:40][CH2:41][C:42]([F:45])([F:44])[F:43])=[CH:24][CH:25]=1. (4) Given the reactants [NH2:1][C:2]1[N:7]=[CH:6][C:5]([C:8]2[CH:9]=[C:10]([NH2:19])[C:11]([NH:14][C:15]([CH3:18])([CH3:17])[CH3:16])=[CH:12][CH:13]=2)=[CH:4][N:3]=1.[CH3:20][O:21][C:22]1[CH:23]=[CH:24][C:25]([C:30]2[O:34][N:33]=[C:32]([CH3:35])[N:31]=2)=[C:26]([CH:29]=1)[CH:27]=O.OOS([O-])=O.[K+], predict the reaction product. The product is: [C:15]([N:14]1[C:11]2[CH:12]=[CH:13][C:8]([C:5]3[CH:4]=[N:3][C:2]([NH2:1])=[N:7][CH:6]=3)=[CH:9][C:10]=2[N:19]=[C:27]1[C:26]1[CH:29]=[C:22]([O:21][CH3:20])[CH:23]=[CH:24][C:25]=1[C:30]1[O:34][N:33]=[C:32]([CH3:35])[N:31]=1)([CH3:16])([CH3:18])[CH3:17]. (5) Given the reactants [NH2:1][C:2]1[S:3][C:4]2[CH:10]=[CH:9][C:8]([C:11]([OH:16])([CH2:14][CH3:15])[CH2:12][CH3:13])=[CH:7][C:5]=2[N:6]=1.[C:17](OC(=O)C)(=[O:19])[CH3:18], predict the reaction product. The product is: [CH2:12]([C:11]([C:8]1[CH:9]=[CH:10][C:4]2[S:3][C:2]([NH:1][C:17](=[O:19])[CH3:18])=[N:6][C:5]=2[CH:7]=1)([OH:16])[CH2:14][CH3:15])[CH3:13]. (6) Given the reactants [CH2:1]([NH:19][C:20](=[O:45])[CH2:21][CH2:22][CH:23]([CH:25]1[C:41]2([CH3:42])[CH:28]([CH:29]3[CH:38]([CH2:39][CH2:40]2)[C:37]2([CH3:43])[CH:32]([CH2:33][CH:34]([OH:44])[CH2:35][CH2:36]2)[CH2:31][CH2:30]3)[CH2:27][CH2:26]1)[CH3:24])[CH2:2][CH2:3][CH2:4][CH2:5][CH2:6][CH2:7][CH2:8][CH2:9][CH2:10][CH2:11][CH2:12][CH2:13][CH2:14][CH2:15][CH2:16][CH2:17][CH3:18].[C:46](=O)([O:55]N1C(=O)CCC1=O)[O:47][N:48]1[C:52](=[O:53])[CH2:51][CH2:50][C:49]1=[O:54].C(N(CC)CC)C.C(#N)C, predict the reaction product. The product is: [O:54]=[C:49]1[CH2:50][CH2:51][C:52](=[O:53])[N:48]1[O:47][C:46](=[O:55])[O:44][CH:34]1[CH2:33][CH:32]2[C:37]([CH3:43])([CH:38]3[CH:29]([CH2:30][CH2:31]2)[CH:28]2[C:41]([CH3:42])([CH:25]([CH:23]([CH3:24])[CH2:22][CH2:21][C:20](=[O:45])[NH:19][CH2:1][CH2:2][CH2:3][CH2:4][CH2:5][CH2:6][CH2:7][CH2:8][CH2:9][CH2:10][CH2:11][CH2:12][CH2:13][CH2:14][CH2:15][CH2:16][CH2:17][CH3:18])[CH2:26][CH2:27]2)[CH2:40][CH2:39]3)[CH2:36][CH2:35]1.